This data is from Reaction yield outcomes from USPTO patents with 853,638 reactions. The task is: Predict the reaction yield, written as a fraction of the theoretical maximum amount of product (1.0 means a 100% yield; for example, 0.34 means a 34% yield). (1) The reactants are [NH:1]1[C:9]2[C:4](=[CH:5][CH:6]=[CH:7][CH:8]=2)[CH:3]=[CH:2]1.C([Li])CCC.[C:15]1([S:21](Cl)(=[O:23])=[O:22])[CH:20]=[CH:19][CH:18]=[CH:17][CH:16]=1.C(=O)(O)[O-].[Na+]. The yield is 0.906. The catalyst is C1COCC1. The product is [C:15]1([S:21]([N:1]2[C:9]3[C:4](=[CH:5][CH:6]=[CH:7][CH:8]=3)[CH:3]=[CH:2]2)(=[O:23])=[O:22])[CH:20]=[CH:19][CH:18]=[CH:17][CH:16]=1. (2) The reactants are C(=O)([O-])[O-].[K+].[K+].[CH3:7][N:8]=[C:9]=[O:10].[CH2:11]([C:13]1[C:14]([O:19][C:20]2[CH:25]=[CH:24][C:23]([N+:26]([O-:28])=[O:27])=[CH:22][C:21]=2[C:29]([F:32])([F:31])[F:30])=[N:15][NH:16][C:17]=1[CH3:18])[CH3:12].Cl. The catalyst is C(OCC)(=O)C. The product is [CH3:7][NH:8][C:9]([N:16]1[C:17]([CH3:18])=[C:13]([CH2:11][CH3:12])[C:14]([O:19][C:20]2[CH:25]=[CH:24][C:23]([N+:26]([O-:28])=[O:27])=[CH:22][C:21]=2[C:29]([F:30])([F:31])[F:32])=[N:15]1)=[O:10]. The yield is 0.636.